Dataset: Full USPTO retrosynthesis dataset with 1.9M reactions from patents (1976-2016). Task: Predict the reactants needed to synthesize the given product. (1) Given the product [Br:11][C:12]1[CH:17]=[C:16]([CH2:18][NH:4][C:3]2[CH:5]=[CH:6][CH:7]=[CH:8][C:2]=2[C:1]([OH:10])=[O:9])[CH:15]=[CH:14][N:13]=1, predict the reactants needed to synthesize it. The reactants are: [C:1]([OH:10])(=[O:9])[C:2]1[C:3](=[CH:5][CH:6]=[CH:7][CH:8]=1)[NH2:4].[Br:11][C:12]1[CH:17]=[C:16]([CH:18]=O)[CH:15]=[CH:14][N:13]=1. (2) The reactants are: [NH2:1][C:2]1[CH:7]=[CH:6][CH:5]=[CH:4][C:3]=1[C:8]([C:10]1[CH:15]=[CH:14][CH:13]=[CH:12][CH:11]=1)=[O:9].[K+].[Br-:17].[NH4+].B(O[O-])=O.[Na+]. Given the product [NH2:1][C:2]1[CH:7]=[CH:6][C:5]([Br:17])=[CH:4][C:3]=1[C:8]([C:10]1[CH:11]=[CH:12][CH:13]=[CH:14][CH:15]=1)=[O:9], predict the reactants needed to synthesize it. (3) Given the product [C:15]([O:14][C:12]([NH:19][CH:20]1[CH2:21][CH2:22][N:23]([C:2]2[N:7]=[CH:6][C:5]([C:8]([O:10][CH3:11])=[O:9])=[CH:4][CH:3]=2)[CH2:24][CH2:25]1)=[O:13])([CH3:18])([CH3:16])[CH3:17], predict the reactants needed to synthesize it. The reactants are: Cl[C:2]1[N:7]=[CH:6][C:5]([C:8]([O:10][CH3:11])=[O:9])=[CH:4][CH:3]=1.[C:12]([NH:19][CH:20]1[CH2:25][CH2:24][NH:23][CH2:22][CH2:21]1)([O:14][C:15]([CH3:18])([CH3:17])[CH3:16])=[O:13].CCN(C(C)C)C(C)C. (4) Given the product [F:58][C:30]1([F:29])[CH2:35][CH2:34][N:33]([C:36]([C:38]2[N:39]([CH:26]([C:21]3[CH:22]=[CH:23][CH:24]=[CH:25][C:20]=3[F:19])[CH3:27])[C:40]3[C:45]([CH:46]=2)=[CH:44][C:43]([C:47]([N:49]2[CH2:50][CH2:51][N:52]([CH:55]([CH3:56])[CH3:57])[CH2:53][CH2:54]2)=[O:48])=[CH:42][CH:41]=3)=[O:37])[CH2:32][CH2:31]1, predict the reactants needed to synthesize it. The reactants are: [Cl-].C(C[P+](C)(C)C)#N.C[Si]([N-][Si](C)(C)C)(C)C.[K+].[F:19][C:20]1[CH:25]=[CH:24][CH:23]=[CH:22][C:21]=1[CH:26](O)[CH3:27].[F:29][C:30]1([F:58])[CH2:35][CH2:34][N:33]([C:36]([C:38]2[NH:39][C:40]3[C:45]([CH:46]=2)=[CH:44][C:43]([C:47]([N:49]2[CH2:54][CH2:53][N:52]([CH:55]([CH3:57])[CH3:56])[CH2:51][CH2:50]2)=[O:48])=[CH:42][CH:41]=3)=[O:37])[CH2:32][CH2:31]1. (5) Given the product [Cl:23][C:24]([N:2]1[CH2:3][C:4]2([CH2:5][CH2:6][N:7]([C:10]([O:12][C:13]([CH3:16])([CH3:15])[CH3:14])=[O:11])[CH2:8][CH2:9]2)[CH2:1]1)=[O:26], predict the reactants needed to synthesize it. The reactants are: [CH2:1]1[C:4]2([CH2:9][CH2:8][N:7]([C:10]([O:12][C:13]([CH3:16])([CH3:15])[CH3:14])=[O:11])[CH2:6][CH2:5]2)[CH2:3][NH:2]1.N1C=CC=CC=1.[Cl:23][C:24](Cl)([O:26]C(=O)OC(Cl)(Cl)Cl)Cl. (6) Given the product [Br:1][C:2]1[CH:3]=[C:4]2[C:9](=[CH:10][CH:11]=1)[N:8]=[C:7]([NH:12][CH2:13][C:14]1[CH:19]=[CH:18][C:17]([O:20][CH3:21])=[CH:16][CH:15]=1)[C:6]([N:23]1[CH2:28][CH2:27][O:26][CH2:25][CH2:24]1)=[CH:5]2, predict the reactants needed to synthesize it. The reactants are: [Br:1][C:2]1[CH:3]=[C:4]2[C:9](=[CH:10][CH:11]=1)[N:8]=[C:7]([NH:12][CH2:13][C:14]1[CH:19]=[CH:18][C:17]([O:20][CH3:21])=[CH:16][CH:15]=1)[C:6](I)=[CH:5]2.[NH:23]1[CH2:28][CH2:27][O:26][CH2:25][CH2:24]1.C(=O)([O-])[O-].[Cs+].[Cs+].C(C1CCCCC1=O)(=O)C(C)C. (7) Given the product [F:1][C:2]1[C:3]([NH:23][C:24]2[CH:29]=[CH:28][C:27]([C:37]#[C:36][Si:33]([CH3:35])([CH3:34])[CH3:32])=[CH:26][C:25]=2[F:31])=[C:4]([C:9]2[O:13][C:12]([NH:14][CH2:15][CH2:16][N:17]3[CH2:22][CH2:21][O:20][CH2:19][CH2:18]3)=[N:11][N:10]=2)[CH:5]=[CH:6][C:7]=1[F:8], predict the reactants needed to synthesize it. The reactants are: [F:1][C:2]1[C:3]([NH:23][C:24]2[CH:29]=[CH:28][C:27](I)=[CH:26][C:25]=2[F:31])=[C:4]([C:9]2[O:13][C:12]([NH:14][CH2:15][CH2:16][N:17]3[CH2:22][CH2:21][O:20][CH2:19][CH2:18]3)=[N:11][N:10]=2)[CH:5]=[CH:6][C:7]=1[F:8].[CH3:32][Si:33]([C:36]#[CH:37])([CH3:35])[CH3:34].